Predict the reaction yield, written as a fraction of the theoretical maximum amount of product (1.0 means a 100% yield; for example, 0.34 means a 34% yield). From a dataset of Reaction yield outcomes from USPTO patents with 853,638 reactions. (1) The reactants are [CH3:1][CH2:2][CH2:3][CH2:4][CH:5]=[CH:6][CH3:7].[C@@H:8]1([N:16]2[CH:23]=[CH:22][C:20](=[O:21])[NH:19][C:17]2=[O:18])[O:15][C@H:12]([CH2:13][OH:14])[C@@H:10]([OH:11])[CH2:9]1.N1C=CC=CC=1.[CH3:30][O:31][C:32]1[CH:53]=[CH:52][C:35]([C:36](Cl)([C:45]2[CH:50]=[CH:49][CH:48]=[CH:47][CH:46]=2)[C:37]2[CH:42]=[CH:41][C:40]([O:43][CH3:44])=[CH:39][CH:38]=2)=[CH:34][CH:33]=1.C(N(CC)CC)C. The catalyst is CN(C1C=CN=CC=1)C.CO. The product is [CH3:7][CH2:6][CH2:5][CH2:4][CH:3]=[CH:2][CH3:1].[CH3:44][O:43][C:40]1[CH:39]=[CH:38][C:37]([C:36]([O:14][CH2:13][C@H:12]2[O:15][C@@H:8]([N:16]3[CH:23]=[CH:22][C:20](=[O:21])[NH:19][C:17]3=[O:18])[CH2:9][C@@H:10]2[OH:11])([C:45]2[CH:46]=[CH:47][CH:48]=[CH:49][CH:50]=2)[C:35]2[CH:52]=[CH:53][C:32]([O:31][CH3:30])=[CH:33][CH:34]=2)=[CH:42][CH:41]=1. The yield is 0.460. (2) The reactants are [N+:1]([C:4]1[N:9]=[CH:8][C:7]([N:10]2[CH2:15][CH2:14][N:13]([C:16]([O:18][C:19]([CH3:22])([CH3:21])[CH3:20])=[O:17])[CH2:12][CH2:11]2)=[CH:6][CH:5]=1)([O-])=O. The catalyst is [Pd].C(O)C. The product is [NH2:1][C:4]1[N:9]=[CH:8][C:7]([N:10]2[CH2:15][CH2:14][N:13]([C:16]([O:18][C:19]([CH3:22])([CH3:21])[CH3:20])=[O:17])[CH2:12][CH2:11]2)=[CH:6][CH:5]=1. The yield is 0.970. (3) The reactants are [CH3:1][O:2][CH2:3][CH:4]1[C:13]2[C:8]3=[C:9]([CH2:14][N:15](C(OC(C)(C)C)=O)[CH2:16][CH:17]([CH3:18])[N:7]3[CH2:6][CH2:5]1)[CH:10]=[CH:11][CH:12]=2.C(O)(C(F)(F)F)=O. The catalyst is C(Cl)Cl. The product is [CH3:1][O:2][CH2:3][CH:4]1[C:13]2[C:8]3=[C:9]([CH2:14][NH:15][CH2:16][CH:17]([CH3:18])[N:7]3[CH2:6][CH2:5]1)[CH:10]=[CH:11][CH:12]=2. The yield is 0.190.